This data is from Reaction yield outcomes from USPTO patents with 853,638 reactions. The task is: Predict the reaction yield, written as a fraction of the theoretical maximum amount of product (1.0 means a 100% yield; for example, 0.34 means a 34% yield). The reactants are [F:1][C:2]1[CH:7]=[CH:6][C:5]([C:8]2[C:20]3[CH2:19][C:18]4[C:13](=[CH:14][CH:15]=[CH:16][CH:17]=4)[C:12]=3[C:11]([C:21]#[N:22])=[C:10]([N:23]3[CH2:28][CH2:27][CH2:26][CH2:25][CH2:24]3)[CH:9]=2)=[CH:4][CH:3]=1.[H-].[Na+].C1C[O:34]CC1. No catalyst specified. The product is [F:1][C:2]1[CH:3]=[CH:4][C:5]([C:8]2[C:20]3[C:19](=[O:34])[C:18]4[C:13](=[CH:14][CH:15]=[CH:16][CH:17]=4)[C:12]=3[C:11]([C:21]#[N:22])=[C:10]([N:23]3[CH2:24][CH2:25][CH2:26][CH2:27][CH2:28]3)[CH:9]=2)=[CH:6][CH:7]=1. The yield is 0.910.